Dataset: Full USPTO retrosynthesis dataset with 1.9M reactions from patents (1976-2016). Task: Predict the reactants needed to synthesize the given product. (1) Given the product [CH3:1][O:2][C:3](=[O:27])[C:4]1[C:9]([NH:10][CH:11]([CH2:12][CH3:13])[CH2:14][CH3:15])=[CH:8][C:7]([CH3:16])=[N:6][C:5]=1[O:17][C:18]1[CH:23]=[CH:22][C:21]([Cl:24])=[CH:20][C:19]=1[OH:25], predict the reactants needed to synthesize it. The reactants are: [CH3:1][O:2][C:3](=[O:27])[C:4]1[C:9]([NH:10][CH:11]([CH2:14][CH3:15])[CH2:12][CH3:13])=[CH:8][C:7]([CH3:16])=[N:6][C:5]=1[O:17][C:18]1[CH:23]=[CH:22][C:21]([Cl:24])=[CH:20][C:19]=1[O:25]C.B(Br)(Br)Br. (2) Given the product [CH3:32][C:33]1[N:41]=[CH:40][CH:39]=[C:38]([CH3:42])[C:34]=1[C:35]([NH:28][CH2:27][CH2:26][CH:25]([N:22]1[CH2:21][CH2:20][CH:19]([C:10]2([C:7]3[CH:8]=[CH:9][C:4]([O:3][C:2]([F:1])([F:30])[F:31])=[CH:5][CH:6]=3)[O:14][C:13]3[CH:15]=[CH:16][CH:17]=[CH:18][C:12]=3[O:11]2)[CH2:24][CH2:23]1)[CH3:29])=[O:36], predict the reactants needed to synthesize it. The reactants are: [F:1][C:2]([F:31])([F:30])[O:3][C:4]1[CH:9]=[CH:8][C:7]([C:10]2([CH:19]3[CH2:24][CH2:23][N:22]([CH:25]([CH3:29])[CH2:26][CH2:27][NH2:28])[CH2:21][CH2:20]3)[O:14][C:13]3[CH:15]=[CH:16][CH:17]=[CH:18][C:12]=3[O:11]2)=[CH:6][CH:5]=1.[CH3:32][C:33]1[N:41]=[CH:40][CH:39]=[C:38]([CH3:42])[C:34]=1[C:35](O)=[O:36]. (3) The reactants are: [F:1][C:2]1[CH:3]=[C:4]([C:8]2[N:9]=[C:10]([CH:13]3[CH2:18][CH2:17][N:16]([C:19]([NH:21][C:22]4[CH:23]=[N:24][CH:25]=[CH:26][CH:27]=4)=[O:20])[CH2:15][CH2:14]3)[S:11][CH:12]=2)[CH:5]=[CH:6][CH:7]=1.[ClH:28]. Given the product [ClH:28].[ClH:28].[F:1][C:2]1[CH:3]=[C:4]([C:8]2[N:9]=[C:10]([CH:13]3[CH2:18][CH2:17][N:16]([C:19]([NH:21][C:22]4[CH:23]=[N:24][CH:25]=[CH:26][CH:27]=4)=[O:20])[CH2:15][CH2:14]3)[S:11][CH:12]=2)[CH:5]=[CH:6][CH:7]=1, predict the reactants needed to synthesize it. (4) Given the product [CH3:11][O:12][C:13]1[CH:18]=[CH:17][C:16]([NH:19][C:20]2[O:21][CH2:2][C:3](=[O:10])[C:4]=2[C:5]([O:7][CH2:8][CH3:9])=[O:6])=[CH:15][CH:14]=1, predict the reactants needed to synthesize it. The reactants are: Cl[CH2:2][C:3](=[O:10])[CH2:4][C:5]([O:7][CH2:8][CH3:9])=[O:6].[CH3:11][O:12][C:13]1[CH:18]=[CH:17][C:16]([N:19]=[C:20]=[O:21])=[CH:15][CH:14]=1.C(N(CC)CC)C. (5) Given the product [CH3:1][O:2][C:3](=[O:19])[C:4]1[CH:9]=[C:8]([O:10][C:11]2[CH:16]=[CH:15][C:14]([NH2:17])=[CH:13][C:12]=2[F:28])[CH:7]=[N:6][CH:5]=1, predict the reactants needed to synthesize it. The reactants are: [CH3:1][O:2][C:3](=[O:19])[C:4]1[CH:9]=[C:8]([O:10][C:11]2[CH:16]=[CH:15][C:14]([NH2:17])=[C:13](F)[CH:12]=2)[CH:7]=[N:6][CH:5]=1.NC1C=CC(O)=CC=1[F:28]. (6) Given the product [NH2:29][C:11]1[CH:10]=[C:9]([O:8][CH2:1][C:2]2[CH:3]=[CH:4][CH:5]=[CH:6][CH:7]=2)[CH:14]=[CH:13][C:12]=1[S:15]([NH:18][C:19]1[CH:20]=[CH:21][C:22]2[CH2:26][O:25][B:24]([OH:27])[C:23]=2[CH:28]=1)(=[O:16])=[O:17], predict the reactants needed to synthesize it. The reactants are: [CH2:1]([O:8][C:9]1[CH:14]=[CH:13][C:12]([S:15]([NH:18][C:19]2[CH:20]=[CH:21][C:22]3[CH2:26][O:25][B:24]([OH:27])[C:23]=3[CH:28]=2)(=[O:17])=[O:16])=[C:11]([N+:29]([O-])=O)[CH:10]=1)[C:2]1[CH:7]=[CH:6][CH:5]=[CH:4][CH:3]=1. (7) Given the product [ClH:1].[CH:23]1([C:26]2[C:27]([CH2:40][N:41]3[CH2:42][CH2:43][CH:44]([S:47][C:48]4[CH:53]=[C:52]([Cl:54])[CH:51]=[C:50]([Cl:55])[CH:49]=4)[CH2:45][CH2:46]3)=[CH:28][C:29]([F:39])=[C:30]([CH:38]=2)[C:31]([OH:33])=[O:32])[CH2:25][CH2:24]1, predict the reactants needed to synthesize it. The reactants are: [Cl:1]C1C=C(C=C(Cl)C=1)CN1CCN(C(OC(C)(C)C)=O)CC1.[CH:23]1([C:26]2[C:27]([CH2:40][N:41]3[CH2:46][CH2:45][CH:44]([S:47][C:48]4[CH:53]=[C:52]([Cl:54])[CH:51]=[C:50]([Cl:55])[CH:49]=4)[CH2:43][CH2:42]3)=[CH:28][C:29]([F:39])=[C:30]([CH:38]=2)[C:31]([O:33]C(C)(C)C)=[O:32])[CH2:25][CH2:24]1.